Dataset: Catalyst prediction with 721,799 reactions and 888 catalyst types from USPTO. Task: Predict which catalyst facilitates the given reaction. (1) Reactant: [CH2:1]([O:3][C:4](=[O:28])[C:5](=[CH:11][NH:12][C:13]1[CH:18]=[CH:17][C:16]([O:19][CH3:20])=[C:15]([C:21]2[C:22]([CH3:27])=[N:23][O:24][C:25]=2[CH3:26])[CH:14]=1)[C:6]([O:8]CC)=O)[CH3:2].CC1C(C2C=C([N+]([O-])=O)C=CC=2OC)=C(C)ON=1. Product: [CH3:27][C:22]1[C:21]([C:15]2[CH:14]=[C:13]3[C:18]([C:6]([OH:8])=[C:5]([C:4]([O:3][CH2:1][CH3:2])=[O:28])[CH:11]=[N:12]3)=[CH:17][C:16]=2[O:19][CH3:20])=[C:25]([CH3:26])[O:24][N:23]=1. The catalyst class is: 400. (2) Product: [CH2:1]([N:3]1[C:11]2[C:6](=[CH:7][CH:8]=[CH:9][CH:10]=2)[C:5]([C:28]([C:21]2[C:22]3[C:27](=[CH:26][CH:25]=[CH:24][CH:23]=3)[C:18]([CH3:17])=[CH:19][CH:20]=2)=[O:29])=[C:4]1[CH3:12])[CH3:2]. The catalyst class is: 4. Reactant: [CH2:1]([N:3]1[C:11]2[C:6](=[CH:7][CH:8]=[CH:9][CH:10]=2)[CH:5]=[C:4]1[CH3:12])[CH3:2].[Cl-].C[Al+]C.[CH3:17][C:18]1[C:27]2[C:22](=[CH:23][CH:24]=[CH:25][CH:26]=2)[C:21]([C:28](Cl)=[O:29])=[CH:20][CH:19]=1.